From a dataset of Catalyst prediction with 721,799 reactions and 888 catalyst types from USPTO. Predict which catalyst facilitates the given reaction. (1) Reactant: I[C:2]1[CH:7]=[CH:6][N:5]=[CH:4][C:3]=1[NH:8][C:9](=[O:15])[O:10][C:11]([CH3:14])([CH3:13])[CH3:12].C([Mg]Cl)(C)C.[O:21]1[CH2:24][C:23](=[O:25])[CH2:22]1.[Cl-].[NH4+]. Product: [OH:25][C:23]1([C:2]2[CH:7]=[CH:6][N:5]=[CH:4][C:3]=2[NH:8][C:9](=[O:15])[O:10][C:11]([CH3:14])([CH3:13])[CH3:12])[CH2:24][O:21][CH2:22]1. The catalyst class is: 1. (2) Product: [CH2:1]([C:3]([C:23]1[CH:28]=[CH:27][C:26]([O:29][CH2:46][C@H:47]2[O:51][C:50](=[O:52])[CH2:49][CH2:48]2)=[C:25]([CH3:30])[CH:24]=1)([C:6]1[CH:11]=[CH:10][C:9](/[CH:12]=[CH:13]/[C:14]([CH2:18][CH3:19])([OH:17])[CH2:15][CH3:16])=[C:8]([CH2:20][CH2:21][CH3:22])[CH:7]=1)[CH2:4][CH3:5])[CH3:2]. Reactant: [CH2:1]([C:3]([C:23]1[CH:28]=[CH:27][C:26]([OH:29])=[C:25]([CH3:30])[CH:24]=1)([C:6]1[CH:11]=[CH:10][C:9](/[CH:12]=[CH:13]/[C:14]([CH2:18][CH3:19])([OH:17])[CH2:15][CH3:16])=[C:8]([CH2:20][CH2:21][CH3:22])[CH:7]=1)[CH2:4][CH3:5])[CH3:2].C([O-])([O-])=O.[K+].[K+].C1(C)C=CC(S([CH2:46][C@H:47]2[O:51][C:50](=[O:52])[CH2:49][CH2:48]2)(=O)=O)=CC=1.C(OCC)(=O)C. The catalyst class is: 3. (3) Reactant: FC(F)(F)C(O)=O.[O:8]1[CH2:13][CH2:12][N:11]([CH2:14][CH2:15][N:16]([C:21]2[CH:22]=[C:23]3[C:27](=[CH:28][CH:29]=2)[N:26]([CH2:30][C:31]([OH:33])=[O:32])[C:25](=[O:34])[C:24]3=[O:35])[S:17]([CH3:20])(=[O:19])=[O:18])[CH2:10][CH2:9]1.[Cl:36][C:37]1[CH:38]=[N+:39]([O-:62])[CH:40]=[C:41]([Cl:61])[C:42]=1[CH2:43][C@@H:44]([C:46]1[CH:51]=[CH:50][C:49]([O:52][CH:53]([F:55])[F:54])=[C:48]([O:56][CH2:57][CH:58]2[CH2:60][CH2:59]2)[CH:47]=1)O.C(Cl)CCl. Product: [Cl:36][C:37]1[CH:38]=[N+:39]([O-:62])[CH:40]=[C:41]([Cl:61])[C:42]=1[CH2:43][C@@H:44]([C:46]1[CH:51]=[CH:50][C:49]([O:52][CH:53]([F:55])[F:54])=[C:48]([O:56][CH2:57][CH:58]2[CH2:60][CH2:59]2)[CH:47]=1)[O:32][C:31](=[O:33])[CH2:30][N:26]1[C:27]2[C:23](=[CH:22][C:21]([N:16]([CH2:15][CH2:14][N:11]3[CH2:12][CH2:13][O:8][CH2:9][CH2:10]3)[S:17]([CH3:20])(=[O:19])=[O:18])=[CH:29][CH:28]=2)[C:24](=[O:35])[C:25]1=[O:34]. The catalyst class is: 79.